The task is: Regression. Given a peptide amino acid sequence and an MHC pseudo amino acid sequence, predict their binding affinity value. This is MHC class I binding data.. This data is from Peptide-MHC class I binding affinity with 185,985 pairs from IEDB/IMGT. The peptide sequence is NTIAGVAGL. The MHC is HLA-A11:01 with pseudo-sequence HLA-A11:01. The binding affinity (normalized) is 0.